The task is: Predict which catalyst facilitates the given reaction.. This data is from Catalyst prediction with 721,799 reactions and 888 catalyst types from USPTO. (1) Reactant: [CH3:1][CH:2]([N:4]1[C:8]([C:9]([O:11][CH3:12])=[O:10])=[CH:7][CH:6]=[N:5]1)[CH3:3].[Cl:13]N1C(=O)CCC1=O. Product: [Cl:13][C:7]1[CH:6]=[N:5][N:4]([CH:2]([CH3:1])[CH3:3])[C:8]=1[C:9]([O:11][CH3:12])=[O:10]. The catalyst class is: 3. (2) Reactant: [Cl:1][C:2]1[CH:3]=[C:4]([C:8]2[CH:13]=[CH:12][C:11]([C:14]3[CH:19]=[CH:18][C:17]([O:20][C:21]([F:24])([F:23])[F:22])=[CH:16][CH:15]=3)=[CH:10][C:9]=2[CH2:25][CH2:26][C:27]2[CH:35]=[CH:34][C:30]([C:31](O)=[O:32])=[CH:29][CH:28]=2)[CH:5]=[CH:6][CH:7]=1.CCN(C(C)C)C(C)C.[NH:45]1[C:49]([NH2:50])=[N:48][N:47]=[N:46]1.F[P-](F)(F)(F)(F)F.N1(O[P+](N(C)C)(N(C)C)N(C)C)C2C=CC=CC=2N=N1. Product: [Cl:1][C:2]1[CH:3]=[C:4]([C:8]2[CH:13]=[CH:12][C:11]([C:14]3[CH:19]=[CH:18][C:17]([O:20][C:21]([F:24])([F:23])[F:22])=[CH:16][CH:15]=3)=[CH:10][C:9]=2[CH2:25][CH2:26][C:27]2[CH:35]=[CH:34][C:30]([C:31]([NH:50][C:49]3[NH:48][N:47]=[N:46][N:45]=3)=[O:32])=[CH:29][CH:28]=2)[CH:5]=[CH:6][CH:7]=1. The catalyst class is: 3. (3) Reactant: [C:1]([NH:8][O:9][C:10]([O:12][C:13]([CH3:16])([CH3:15])[CH3:14])=[O:11])([O:3][C:4]([CH3:7])([CH3:6])[CH3:5])=[O:2].S([C:21]1[CH:27]=CC(C)=CC=1)([O-])(=O)=O.[C:28](=[O:31])([O-])[O-].[K+].[K+].C(N(CC)CC)C.CN([CH:44]=[O:45])C. Product: [C:13]([O:12][C:10]([O:9][N:8]([CH2:27][CH2:21][CH:28]([OH:31])[CH2:44][OH:45])[C:1](=[O:2])[O:3][C:4]([CH3:7])([CH3:6])[CH3:5])=[O:11])([CH3:16])([CH3:15])[CH3:14]. The catalyst class is: 170. (4) Reactant: Cl.Cl.[Br:3][C:4]1[CH:9]=[CH:8][C:7]([C@@H:10]([NH:12][CH2:13][CH2:14][CH2:15][CH:16]([C:18]2[CH:23]=[CH:22][CH:21]=[CH:20][CH:19]=2)[NH2:17])[CH3:11])=[CH:6][CH:5]=1.CCN(C(C)C)C(C)C.Cl[C:34](Cl)([O:36]C(=O)OC(Cl)(Cl)Cl)Cl. Product: [Br:3][C:4]1[CH:5]=[CH:6][C:7]([C@@H:10]([N:12]2[CH2:13][CH2:14][CH2:15][CH:16]([C:18]3[CH:19]=[CH:20][CH:21]=[CH:22][CH:23]=3)[NH:17][C:34]2=[O:36])[CH3:11])=[CH:8][CH:9]=1. The catalyst class is: 158. (5) Reactant: Br[C:2]1[S:3][CH:4]=[C:5]([CH:7]=[O:8])[N:6]=1.[NH:9]1[CH2:14][CH2:13][O:12][CH2:11][CH2:10]1.CCOC(C)=O.CCCCCC.CCOC(C)=O. Product: [O:12]1[CH2:13][CH2:14][N:9]([C:2]2[S:3][CH:4]=[C:5]([CH:7]=[O:8])[N:6]=2)[CH2:10][CH2:11]1. The catalyst class is: 12.